From a dataset of Forward reaction prediction with 1.9M reactions from USPTO patents (1976-2016). Predict the product of the given reaction. (1) The product is: [Cl:1][C:2]1[CH:3]=[C:4]([CH2:8][O:9][C:10]2[CH:11]=[CH:12][C:13]([CH3:27])=[C:14]([CH:26]=2)[C:15]([OH:17])=[O:16])[CH:5]=[CH:6][CH:7]=1. Given the reactants [Cl:1][C:2]1[CH:3]=[C:4]([CH2:8][O:9][C:10]2[CH:11]=[CH:12][C:13]([CH3:27])=[C:14]([CH:26]=2)[C:15]([O:17]CC2C=CC=C(Cl)C=2)=[O:16])[CH:5]=[CH:6][CH:7]=1.O.[OH-].[Li+], predict the reaction product. (2) Given the reactants [O:1]=[C:2]1[NH:7][C:6](=[O:8])[C:5]([C:9]([O:11][CH2:12][CH3:13])=[O:10])=[CH:4][N:3]1[C:14]1[CH:19]=[CH:18][C:17]([N:20]2[CH2:24][CH2:23][NH:22][C:21]2=[O:25])=[CH:16][CH:15]=1.[CH3:26][C:27]1[C:34]([C:35]([F:38])([F:37])[F:36])=[CH:33][CH:32]=[CH:31][C:28]=1[CH2:29]Br.C(=O)([O-])[O-].[K+].[K+].[I-].[K+], predict the reaction product. The product is: [CH3:26][C:27]1[C:34]([C:35]([F:36])([F:38])[F:37])=[CH:33][CH:32]=[CH:31][C:28]=1[CH2:29][N:7]1[C:6](=[O:8])[C:5]([C:9]([O:11][CH2:12][CH3:13])=[O:10])=[CH:4][N:3]([C:14]2[CH:15]=[CH:16][C:17]([N:20]3[CH2:24][CH2:23][NH:22][C:21]3=[O:25])=[CH:18][CH:19]=2)[C:2]1=[O:1].